From a dataset of Reaction yield outcomes from USPTO patents with 853,638 reactions. Predict the reaction yield, written as a fraction of the theoretical maximum amount of product (1.0 means a 100% yield; for example, 0.34 means a 34% yield). (1) The reactants are [F:1][C:2]1[CH:29]=[C:28]([F:30])[CH:27]=[CH:26][C:3]=1[CH2:4][O:5][C:6]1[CH:11]=[C:10]([CH3:12])[N:9]([C:13]2[CH:14]=[C:15]([CH:20]=[CH:21][C:22]=2[CH3:23])[C:16]([O:18]C)=[O:17])[C:8](=[O:24])[C:7]=1[Br:25].[OH-].[Na+].CC#N.Cl. The catalyst is O. The product is [F:1][C:2]1[CH:29]=[C:28]([F:30])[CH:27]=[CH:26][C:3]=1[CH2:4][O:5][C:6]1[CH:11]=[C:10]([CH3:12])[N:9]([C:13]2[CH:14]=[C:15]([CH:20]=[CH:21][C:22]=2[CH3:23])[C:16]([OH:18])=[O:17])[C:8](=[O:24])[C:7]=1[Br:25]. The yield is 0.870. (2) The reactants are [S-:1][C:2]#[N:3].[K+].[C:5]([O:9][C:10](=[O:28])[NH:11][C:12]1[CH:17]=[C:16]([O:18][C:19]2[CH:24]=[CH:23][C:22]([NH2:25])=[CH:21][N:20]=2)[C:15]([Cl:26])=[CH:14][C:13]=1[F:27])([CH3:8])([CH3:7])[CH3:6].BrBr. The catalyst is C(O)(=O)C. The product is [C:5]([O:9][C:10](=[O:28])[NH:11][C:12]1[CH:17]=[C:16]([O:18][C:19]2[N:20]=[C:21]3[S:1][C:2]([NH2:3])=[N:25][C:22]3=[CH:23][CH:24]=2)[C:15]([Cl:26])=[CH:14][C:13]=1[F:27])([CH3:8])([CH3:6])[CH3:7]. The yield is 0.970. (3) The reactants are [NH:1]([C:8]([C@H:10]1[N:14]2[C:15](=[O:41])[C:16]([N:19]([CH2:30][C:31]3[CH:36]=[CH:35][CH:34]=[C:33]([C:37]([F:40])([F:39])[F:38])[CH:32]=3)[C:20](=[O:29])[O:21][CH2:22][C:23]3[CH:28]=[CH:27][CH:26]=[CH:25][CH:24]=3)=[CH:17][N:18]=[C:13]2[CH:12]([CH3:42])[CH2:11]1)=[O:9])[C:2]1[CH:7]=[CH:6][CH:5]=[CH:4][CH:3]=1.[Li+].C[Si]([N-][Si](C)(C)C)(C)C.CC(C1C=C(C(C)C)C(S([N:68]=[N+:69]=[N-:70])(=O)=O)=C(C(C)C)C=1)C.CC(O)=O. The catalyst is C1COCC1.CCOC(C)=O. The product is [NH:1]([C:8]([C@H:10]1[N:14]2[C:15](=[O:41])[C:16]([N:19]([CH2:30][C:31]3[CH:36]=[CH:35][CH:34]=[C:33]([C:37]([F:40])([F:39])[F:38])[CH:32]=3)[C:20](=[O:29])[O:21][CH2:22][C:23]3[CH:28]=[CH:27][CH:26]=[CH:25][CH:24]=3)=[CH:17][N:18]=[C:13]2[C@@:12]([N:68]=[N+:69]=[N-:70])([CH3:42])[CH2:11]1)=[O:9])[C:2]1[CH:7]=[CH:6][CH:5]=[CH:4][CH:3]=1. The yield is 0.710. (4) The reactants are [CH2:1]([N:5]1[C:9]2[CH:10]=[CH:11][C:12]([NH2:14])=[CH:13][C:8]=2[N:7]=[CH:6]1)[CH:2]([CH3:4])[CH3:3].[Br:15]Br.N.CO.C(Cl)Cl. The catalyst is CC(O)=O. The product is [CH2:1]([N:5]1[C:9]2[CH:10]=[CH:11][C:12]([NH2:14])=[C:13]([Br:15])[C:8]=2[N:7]=[CH:6]1)[CH:2]([CH3:4])[CH3:3]. The yield is 0.350.